From a dataset of Forward reaction prediction with 1.9M reactions from USPTO patents (1976-2016). Predict the product of the given reaction. (1) Given the reactants C(OC([N:8]1[CH2:20][CH:11]2[C:12]3[N:17]([CH2:18][CH:10]2[CH2:9]1)[C:16](=[O:19])[CH:15]=[CH:14][CH:13]=3)=O)(C)(C)C.Cl, predict the reaction product. The product is: [CH2:9]1[CH:10]2[CH2:18][N:17]3[C:12]([CH:11]2[CH2:20][NH:8]1)=[CH:13][CH:14]=[CH:15][C:16]3=[O:19]. (2) Given the reactants [CH2:1]([C:3]1[N:13]([CH2:14][C:15]2[CH:20]=[CH:19][C:18]([O:21]C)=[CH:17][CH:16]=2)[C:6]2=[N:7][C:8]([CH3:12])=[CH:9][C:10]([CH3:11])=[C:5]2[N:4]=1)[CH3:2].B(Br)(Br)Br.C([O-])(O)=O.[Na+], predict the reaction product. The product is: [CH2:1]([C:3]1[N:13]([CH2:14][C:15]2[CH:16]=[CH:17][C:18]([OH:21])=[CH:19][CH:20]=2)[C:6]2=[N:7][C:8]([CH3:12])=[CH:9][C:10]([CH3:11])=[C:5]2[N:4]=1)[CH3:2].